Dataset: TCR-epitope binding with 47,182 pairs between 192 epitopes and 23,139 TCRs. Task: Binary Classification. Given a T-cell receptor sequence (or CDR3 region) and an epitope sequence, predict whether binding occurs between them. (1) The epitope is NYSGVVTTVMF. The TCR CDR3 sequence is CASSQDSGAGELFF. Result: 0 (the TCR does not bind to the epitope). (2) The epitope is KLSYGIATV. The TCR CDR3 sequence is CARLGDVTDTQYF. Result: 1 (the TCR binds to the epitope). (3) The epitope is DATYQRTRALVR. The TCR CDR3 sequence is CAISDPGLAGVDEQFF. Result: 0 (the TCR does not bind to the epitope).